From a dataset of Experimentally validated miRNA-target interactions with 360,000+ pairs, plus equal number of negative samples. Binary Classification. Given a miRNA mature sequence and a target amino acid sequence, predict their likelihood of interaction. (1) The miRNA is hsa-miR-500a-3p with sequence AUGCACCUGGGCAAGGAUUCUG. The protein sequence of the target gene is MASAGDTQAGPRDAADQNFDYMFKLLLIGNSSVGKTSFLFRYADDSFTPAFVSTVGIDFKVKTVYRHDKRIKLQIWDTAGQERYRTITTAYYRGAMGFLLMYDIANQESFAAVQDWATQIKTYSWDNAQVILVGNKCDLEDERVVPAEDGRRLADDLGFEFFEASAKENINVKQVFERLVDVICEKMNESLEPSSSSGSNGKGPAVGDAPAPQPSSCSC. Result: 1 (interaction). (2) The miRNA is mmu-miR-30e-5p with sequence UGUAAACAUCCUUGACUGGAAG. The protein sequence of the target gene is MQTNEGEVEEESSSQVEQEDFVMEGHGKTPPPGEESKQEKEQEREEQLMEDKKRKKEDKKKKEATQKVTEQKTKVPEVTKPSLSQPTAASPIGSSPSPPVNGGNNAKRVAVPNGQPPSAARYMPREVPPRFRCQQDHKVLLKRGQPPPPSCMLLGGGAGPPPCTAPGANPNNNAQVTGALLQSESGTAPESTLGGAAASNYANSTWGPGASSNSGASPNPIHIWDKVIVDGSDMEEWPCIASKDTESSSENTTDNNSASNPGSEKSSLPGSTTSNKGKGSQCQAASSGNECNLGVWKSDP.... Result: 1 (interaction). (3) The miRNA is mmu-miR-883b-3p with sequence UAACUGCAACAUCUCUCAGUAU. The protein sequence of the target gene is MSFLGGFFGPICEIDVALNDGETRKMAEMKTEDGKVEKHYLFYDGESVSGKVNLAFKQPGKRLEHQGIRIEFVGQIELFNDKSNTHEFVNLVKELALPGELTQSRSYDFEFMQVEKPYESYIGANVRLRYFLKVTIVRRLTDLVKEYDLIVHQLATYPDVNNSIKMEVGIEDCLHIEFEYNKSKYHLKDVIVGKIYFLLVRIKIQHMELQLIKKEITGIGPSTTTETETIAKYEIMDGAPVKGESIPIRLFLAGYDPTPTMRDVNKKFSVRYFLNLVLVDEEDRRYFKQQEIILWRKAPE.... Result: 0 (no interaction).